From a dataset of Forward reaction prediction with 1.9M reactions from USPTO patents (1976-2016). Predict the product of the given reaction. (1) The product is: [CH2:17]([O:16][P:15]([O:33][CH2:34][CH2:35][CH2:36][O:37][CH2:38][C:39]([CH3:48])([CH3:47])[C:40]([O:42][C:43]([CH3:46])([CH3:45])[CH3:44])=[O:41])([O:24][CH2:25][C:26]1[CH:31]=[CH:30][CH:29]=[CH:28][CH:27]=1)=[O:32])[C:18]1[CH:23]=[CH:22][CH:21]=[CH:20][CH:19]=1. Given the reactants CC(OC(/N=N/C(OC(C)C)=O)=O)C.[P:15]([O-:32])([O:24][CH2:25][C:26]1[CH:31]=[CH:30][CH:29]=[CH:28][CH:27]=1)[O:16][CH2:17][C:18]1[CH:23]=[CH:22][CH:21]=[CH:20][CH:19]=1.[OH:33][CH2:34][CH2:35][CH2:36][O:37][CH2:38][C:39]([CH3:48])([CH3:47])[C:40]([O:42][C:43]([CH3:46])([CH3:45])[CH3:44])=[O:41].CC1C=CC(S(OCCCOCC2C=CC=CC=2)(=O)=O)=CC=1, predict the reaction product. (2) Given the reactants [Cl:1][C:2]1[C:3]([C:26]2[CH:31]=[CH:30][C:29]([O:32][CH3:33])=[CH:28][CH:27]=2)=[C:4]2[C:18]3[CH2:19][CH2:20][CH:21]([C:23](O)=[O:24])[CH2:22][C:17]=3[S:16][C:5]2=[N:6][C:7]=1[CH2:8][N:9]1[C:13](=[O:14])[CH2:12][CH2:11][C:10]1=[O:15].[NH:34]1[CH2:39][CH2:38][O:37][CH2:36][CH2:35]1.Cl.CN(C)CCCN=C=NCC.CN(C=O)C, predict the reaction product. The product is: [Cl:1][C:2]1[C:3]([C:26]2[CH:31]=[CH:30][C:29]([O:32][CH3:33])=[CH:28][CH:27]=2)=[C:4]2[C:18]3[CH2:19][CH2:20][CH:21]([C:23]([N:34]4[CH2:39][CH2:38][O:37][CH2:36][CH2:35]4)=[O:24])[CH2:22][C:17]=3[S:16][C:5]2=[N:6][C:7]=1[CH2:8][N:9]1[C:13](=[O:14])[CH2:12][CH2:11][C:10]1=[O:15]. (3) Given the reactants [H-].[Al+3].[Li+].[H-].[H-].[H-].[CH2:7]([O:14][C:15]1[N:25]=[C:24]([CH3:26])[CH:23]=[C:22]([O:27][CH3:28])[C:16]=1[C:17](OCC)=[O:18])[C:8]1[CH:13]=[CH:12][CH:11]=[CH:10][CH:9]=1, predict the reaction product. The product is: [CH2:7]([O:14][C:15]1[C:16]([CH2:17][OH:18])=[C:22]([O:27][CH3:28])[CH:23]=[C:24]([CH3:26])[N:25]=1)[C:8]1[CH:9]=[CH:10][CH:11]=[CH:12][CH:13]=1. (4) Given the reactants [CH3:1][O:2][C:3]1[CH:12]=[C:11]2[C:6]([CH2:7][CH2:8][NH:9][CH2:10]2)=[CH:5][CH:4]=1.C(N(CC)CC)C.[C:20](O[C:20]([O:22][C:23]([CH3:26])([CH3:25])[CH3:24])=[O:21])([O:22][C:23]([CH3:26])([CH3:25])[CH3:24])=[O:21].O, predict the reaction product. The product is: [CH3:1][O:2][C:3]1[CH:12]=[C:11]2[C:6]([CH2:7][CH2:8][N:9]([C:20]([O:22][C:23]([CH3:26])([CH3:25])[CH3:24])=[O:21])[CH2:10]2)=[CH:5][CH:4]=1. (5) Given the reactants C([N:8](CC1C=CC=CC=1)[C@H:9]([CH2:20][O:21][CH:22]([F:24])[F:23])[C:10]([O:12]CC1C=CC=CC=1)=[O:11])C1C=CC=CC=1, predict the reaction product. The product is: [NH2:8][C@H:9]([CH2:20][O:21][CH:22]([F:24])[F:23])[C:10]([OH:12])=[O:11]. (6) Given the reactants [C:1]1([C@H:13]2[C@H:17]([C:18]3[C:26]4[C:21](=[CH:22][CH:23]=[CH:24][CH:25]=4)[NH:20][CH:19]=3)[C:16](=[O:27])[NH:15][C:14]2=[O:28])[C:11]2=[C:12]3[C:7](=[CH:8][CH:9]=[CH:10]2)[CH2:6][CH2:5][CH2:4][N:3]3[CH:2]=1.C(Cl)Cl.C(Cl)Cl, predict the reaction product. The product is: [C:1]1([C@H:13]2[C@H:17]([C:18]3[C:26]4[C:21](=[CH:22][CH:23]=[CH:24][CH:25]=4)[NH:20][CH:19]=3)[C:16](=[O:27])[NH:15][C:14]2=[O:28])[C:11]2=[C:12]3[C:7](=[CH:8][CH:9]=[CH:10]2)[CH2:6][CH2:5][CH2:4][N:3]3[CH:2]=1. (7) Given the reactants [S:1]1[C:5]2[CH:6]=[CH:7][CH:8]=[CH:9][C:4]=2[C:3]([N:10]2[CH2:15][CH2:14][N:13]([CH2:16][CH2:17][C:18]3[CH:26]=[C:25]4[C:21]([CH2:22][CH:23]([NH:29][C:30](=O)[CH3:31])[C:24]4([CH3:28])[CH3:27])=[CH:20][CH:19]=3)[CH2:12][CH2:11]2)=[N:2]1, predict the reaction product. The product is: [S:1]1[C:5]2[CH:6]=[CH:7][CH:8]=[CH:9][C:4]=2[C:3]([N:10]2[CH2:15][CH2:14][N:13]([CH2:16][CH2:17][C:18]3[CH:26]=[C:25]4[C:21]([CH2:22][CH:23]([NH:29][CH2:30][CH3:31])[C:24]4([CH3:28])[CH3:27])=[CH:20][CH:19]=3)[CH2:12][CH2:11]2)=[N:2]1.